Dataset: Antibody paratope prediction from SAbDab with 1,023 antibody chains. Task: Token-level Classification. Given an antibody amino acid sequence, predict which amino acid positions are active in antigen binding. Output is a list of indices for active paratope positions. (1) Given the antibody sequence: QVQLKESGPGLVRPSQSLSLTCSVTGYSITSGYYWNWIRQFPGNKLEWMGYISYDGSNNYNPSLKGRISITRDTSKNQFFLKLNSVTTDDTATYYCARAYIGFAYWGQGTLVTVSS, which amino acid positions are active in antigen binding (paratope)? The paratope positions are: [31, 83, 84, 85]. (2) Given the antibody sequence: EVKLVESGGGLVKPGGSLKLSCAASGFGFTIYDMSWVRQTPEKRLEWVAYMSSGRGNTYYPDTVKGRFTISRDNAKNTLYLQMSSLKSEDTAMYYCTRGAFYYGYGFAYWGQGTLVTVS, which amino acid positions are active in antigen binding (paratope)? The paratope positions are: [52, 83, 84, 85, 104, 105, 106]. (3) Given the antibody sequence: VVTQESALTTSPGETVTLTCRSSTGAVTTSNYANWVQEKPDHLFTGLIGGTNNRAPGVPARFSGSLIGDKAALTITGAQTEDEAIYFCALWYSNHWVFGGGTKLTVL, which amino acid positions are active in antigen binding (paratope)? The paratope positions are: [27, 28, 29]. (4) Given the antibody sequence: EVKVEESGGGLVQPGGSMKISCVVSGLTFSNYWMSWVRQSPEKGLEWVAEIRLKSDNYATYYAESVKGKFTISRDDSKSRLYLQMNNLRTEDTGIYYCFLPMDYWGQGTSVTVSS, which amino acid positions are active in antigen binding (paratope)? The paratope positions are: [52, 53, 54, 85, 86, 87].